Dataset: Full USPTO retrosynthesis dataset with 1.9M reactions from patents (1976-2016). Task: Predict the reactants needed to synthesize the given product. (1) Given the product [CH:1]1([S:4]([C:7]2[CH:12]=[CH:11][C:10]([CH:13]([C:14]3[NH:38][C:17]([C:19]4[S:20][C:21]([CH2:24][OH:25])=[CH:22][N:23]=4)=[CH:16][CH:15]=3)[CH2:27][CH:28]3[CH2:29][CH2:30][O:31][CH2:32][CH2:33]3)=[CH:9][CH:8]=2)(=[O:6])=[O:5])[CH2:2][CH2:3]1, predict the reactants needed to synthesize it. The reactants are: [CH:1]1([S:4]([C:7]2[CH:12]=[CH:11][C:10]([CH:13]([CH2:27][CH:28]3[CH2:33][CH2:32][O:31][CH2:30][CH2:29]3)[C:14](=O)[CH2:15][CH2:16][C:17]([C:19]3[S:20][C:21]([CH2:24][OH:25])=[CH:22][N:23]=3)=O)=[CH:9][CH:8]=2)(=[O:6])=[O:5])[CH2:3][CH2:2]1.C([O-])(=O)C.[NH4+:38].C(=O)([O-])O.[Na+]. (2) Given the product [CH3:12][O:11][C:7]1[C:5]2[N:6]=[C:2]([NH:1][C:20]([C:18]3[CH:17]=[CH:16][CH:15]=[C:14]([OH:13])[N:19]=3)=[O:21])[S:3][C:4]=2[CH:10]=[CH:9][CH:8]=1, predict the reactants needed to synthesize it. The reactants are: [NH2:1][C:2]1[S:3][C:4]2[CH:10]=[CH:9][CH:8]=[C:7]([O:11][CH3:12])[C:5]=2[N:6]=1.[OH:13][C:14]1[N:19]=[C:18]([C:20](Cl)=[O:21])[CH:17]=[CH:16][CH:15]=1. (3) The reactants are: [N:1]1[C:9]2[C:4](=[N:5][CH:6]=[CH:7][CH:8]=2)[N:3]([C:10]2[CH:15]=[CH:14][C:13]([CH2:16][C:17]([OH:19])=O)=[C:12]([CH3:20])[CH:11]=2)[CH:2]=1.[F:21][C:22]([F:31])([F:30])[C:23]1[CH:24]=[C:25]([CH:27]=[CH:28][CH:29]=1)[NH2:26]. Given the product [N:1]1[C:9]2[C:4](=[N:5][CH:6]=[CH:7][CH:8]=2)[N:3]([C:10]2[CH:15]=[CH:14][C:13]([CH2:16][C:17]([NH:26][C:25]3[CH:27]=[CH:28][CH:29]=[C:23]([C:22]([F:21])([F:30])[F:31])[CH:24]=3)=[O:19])=[C:12]([CH3:20])[CH:11]=2)[CH:2]=1, predict the reactants needed to synthesize it.